The task is: Predict the reaction yield, written as a fraction of the theoretical maximum amount of product (1.0 means a 100% yield; for example, 0.34 means a 34% yield).. This data is from Reaction yield outcomes from USPTO patents with 853,638 reactions. (1) The catalyst is S(=O)(=O)(O)O. The reactants are [CH3:1][C@@H:2]([CH2:6][CH2:7][CH2:8][C:9]1[CH:14]=[CH:13][CH:12]=[CH:11][CH:10]=1)[C:3]([OH:5])=[O:4].[CH2:15](O)[CH3:16]. The product is [CH3:1][C@@H:2]([CH2:6][CH2:7][CH2:8][C:9]1[CH:10]=[CH:11][CH:12]=[CH:13][CH:14]=1)[C:3]([O:5][CH2:15][CH3:16])=[O:4]. The yield is 0.910. (2) The reactants are CI.[Br:3][C:4]1[CH:12]=[CH:11][C:7]([C:8]([OH:10])=[O:9])=[C:6]([OH:13])[CH:5]=1.[C:14](=O)([O-])[O-].[K+].[K+]. The catalyst is CN(C)C=O. The product is [Br:3][C:4]1[CH:12]=[CH:11][C:7]([C:8]([OH:10])=[O:9])=[C:6]([O:13][CH3:14])[CH:5]=1. The yield is 0.940. (3) The reactants are [NH:1]1[C:5]2[CH:6]=[CH:7][CH:8]=[CH:9][C:4]=2[N:3]=[N:2]1.[Br:10][C:11]1[CH:17]=[CH:16][C:14]([NH2:15])=[CH:13][CH:12]=1.[CH:18](=O)[CH3:19]. The catalyst is C1(C)C=CC=CC=1. The product is [N:1]1([CH:18]([NH:15][C:14]2[CH:16]=[CH:17][C:11]([Br:10])=[CH:12][CH:13]=2)[CH3:19])[C:5]2[CH:6]=[CH:7][CH:8]=[CH:9][C:4]=2[N:3]=[N:2]1. The yield is 0.820.